The task is: Predict the product of the given reaction.. This data is from Forward reaction prediction with 1.9M reactions from USPTO patents (1976-2016). (1) The product is: [Br:1][C:2]1[C:3](=[O:29])[N:4]([CH2:19][C:20]2[N:21]=[CH:22][C:23]([CH2:26][N:27]([CH3:28])[C:35](=[O:36])[C:34]([OH:33])([CH3:38])[CH3:39])=[N:24][CH:25]=2)[C:5]([CH3:18])=[CH:6][C:7]=1[O:8][CH2:9][C:10]1[CH:15]=[CH:14][C:13]([F:16])=[CH:12][C:11]=1[F:17]. Given the reactants [Br:1][C:2]1[C:3](=[O:29])[N:4]([CH2:19][C:20]2[CH:25]=[N:24][C:23]([CH2:26][NH:27][CH3:28])=[CH:22][N:21]=2)[C:5]([CH3:18])=[CH:6][C:7]=1[O:8][CH2:9][C:10]1[CH:15]=[CH:14][C:13]([F:16])=[CH:12][C:11]=1[F:17].C([O:33][C:34]([CH3:39])([CH3:38])[C:35](Cl)=[O:36])(=O)C.C(N(CC)CC)C, predict the reaction product. (2) Given the reactants [Si:1]([O:8][C@@H:9]1[C@@:28]2([CH3:29])[C:13](=[CH:14][CH:15]=[C:16]3[C@@H:27]2[CH2:26][CH2:25][C@@:24]2([CH3:30])[C@H:17]3[CH2:18][CH2:19][C@@H:20]2[C@@H:21]([OH:23])[CH3:22])[CH2:12][C@@H:11]([O:31][Si:32]([C:35]([CH3:38])([CH3:37])[CH3:36])([CH3:34])[CH3:33])[CH2:10]1)([C:4]([CH3:7])([CH3:6])[CH3:5])([CH3:3])[CH3:2].[H-].[Na+].C1OCCOCCOCCOCCOC1.Br[CH2:57][C:58]([O:60][C:61]([CH3:64])([CH3:63])[CH3:62])=[O:59], predict the reaction product. The product is: [Si:1]([O:8][C@@H:9]1[C@@:28]2([CH3:29])[C:13](=[CH:14][CH:15]=[C:16]3[C@@H:27]2[CH2:26][CH2:25][C@@:24]2([CH3:30])[C@H:17]3[CH2:18][CH2:19][C@@H:20]2[C@@H:21]([O:23][CH2:57][C:58]([O:60][C:61]([CH3:64])([CH3:63])[CH3:62])=[O:59])[CH3:22])[CH2:12][C@@H:11]([O:31][Si:32]([C:35]([CH3:37])([CH3:36])[CH3:38])([CH3:33])[CH3:34])[CH2:10]1)([C:4]([CH3:7])([CH3:6])[CH3:5])([CH3:3])[CH3:2]. (3) Given the reactants [NH:1]1[CH:5]=[CH:4][C:3]([C:6]([O:8][C:9]([CH3:12])([CH3:11])[CH3:10])=[O:7])=[N:2]1.Br[CH2:14][CH2:15][N:16]1[C:20](=[O:21])[C:19]2=[CH:22][CH:23]=[CH:24][CH:25]=[C:18]2[C:17]1=[O:26].C(=O)([O-])[O-].[Cs+].[Cs+], predict the reaction product. The product is: [O:26]=[C:17]1[C:18]2[C:19](=[CH:22][CH:23]=[CH:24][CH:25]=2)[C:20](=[O:21])[N:16]1[CH2:15][CH2:14][N:1]1[CH:5]=[CH:4][C:3]([C:6]([O:8][C:9]([CH3:12])([CH3:11])[CH3:10])=[O:7])=[N:2]1. (4) Given the reactants [CH2:1]([O:3][C:4]([C:6]1([CH2:19][CH2:20][CH2:21][O:22][CH3:23])[CH2:11][CH2:10][N:9](C(OC(C)(C)C)=O)[CH2:8][CH2:7]1)=[O:5])[CH3:2].C(O)(C(F)(F)F)=O, predict the reaction product. The product is: [CH2:1]([O:3][C:4]([C:6]1([CH2:19][CH2:20][CH2:21][O:22][CH3:23])[CH2:7][CH2:8][NH:9][CH2:10][CH2:11]1)=[O:5])[CH3:2].